Dataset: Full USPTO retrosynthesis dataset with 1.9M reactions from patents (1976-2016). Task: Predict the reactants needed to synthesize the given product. (1) Given the product [S:28]1[CH2:24][CH2:25][N:26]=[C:27]1[N:26]1[CH2:25][CH2:24][S:28][C:27]1=[N:1][CH:2]([C:12]1[C:20]2[O:19][C:18]([F:22])([F:21])[O:17][C:16]=2[CH:15]=[CH:14][CH:13]=1)[CH2:3][C:4]1[CH:9]=[C:8]([CH3:10])[CH:7]=[C:6]([CH3:11])[CH:5]=1, predict the reactants needed to synthesize it. The reactants are: [NH2:1][CH:2]([C:12]1[C:20]2[O:19][C:18]([F:22])([F:21])[O:17][C:16]=2[CH:15]=[CH:14][CH:13]=1)[CH2:3][C:4]1[CH:9]=[C:8]([CH3:10])[CH:7]=[C:6]([CH3:11])[CH:5]=1.Cl[CH2:24][CH2:25][N:26]=[C:27]=[S:28]. (2) The reactants are: [C:1]1([C:10]2[CH:15]=[CH:14][CH:13]=[CH:12][CH:11]=2)[CH:6]=[CH:5][CH:4]=[CH:3][C:2]=1[SiH:7]([CH3:9])[CH3:8].C12CC(CC1)C=C2. Given the product [CH3:8][Si:7]1([CH3:9])[C:15]2[CH:14]=[CH:13][CH:12]=[CH:11][C:10]=2[C:1]2[CH:6]=[CH:5][CH:4]=[CH:3][C:2]1=2, predict the reactants needed to synthesize it. (3) The reactants are: [I-].[CH3:2][S+](C)(C)=O.[H-].[Na+].[O:9]=[C:10]1[CH2:15][CH2:14][N:13]([C:16]([O:18][C:19]([CH3:22])([CH3:21])[CH3:20])=[O:17])[CH2:12][CH2:11]1. Given the product [O:9]1[C:10]2([CH2:11][CH2:12][N:13]([C:16]([O:18][C:19]([CH3:22])([CH3:21])[CH3:20])=[O:17])[CH2:14][CH2:15]2)[CH2:2]1, predict the reactants needed to synthesize it. (4) Given the product [OH:1][C:2]1[C:7](=[O:8])[CH:24]2[CH2:16][CH2:15][CH2:14][O:13][C:9]3([CH2:12][CH2:11][CH2:10]3)[C:5]2=[N:4][C:3]=1[C:18]([O:20][CH2:21][CH3:22])=[O:19], predict the reactants needed to synthesize it. The reactants are: [OH:1][C:2]1[C:7](=[O:8])N[C:5]([C:9]2([O:13][CH2:14][CH2:15][CH2:16]O)[CH2:12][CH2:11][CH2:10]2)=[N:4][C:3]=1[C:18]([O:20][CH2:21][CH3:22])=[O:19].[Cl-].[CH2:24](N(CC)CC)C.C(=O)([O-])[O-].[K+].[K+]. (5) Given the product [CH2:12]([O:11][C:9]([C:8]1[CH:21]=[N:22][O:7][C:6]=1[C:5]1[CH:4]=[CH:3][C:2]([Br:1])=[CH:15][CH:14]=1)=[O:10])[CH3:13], predict the reactants needed to synthesize it. The reactants are: [Br:1][C:2]1[CH:15]=[CH:14][C:5]([C:6]([CH2:8][C:9]([O:11][CH2:12][CH3:13])=[O:10])=[O:7])=[CH:4][CH:3]=1.Cl.NO.CO[CH:21](OC)[N:22](C)C.